From a dataset of Aqueous solubility values for 9,982 compounds from the AqSolDB database. Regression/Classification. Given a drug SMILES string, predict its absorption, distribution, metabolism, or excretion properties. Task type varies by dataset: regression for continuous measurements (e.g., permeability, clearance, half-life) or binary classification for categorical outcomes (e.g., BBB penetration, CYP inhibition). For this dataset (solubility_aqsoldb), we predict Y. (1) The compound is O=NN1CCCC1=O. The Y is 0.0523 log mol/L. (2) The drug is N#CCC(=O)Nc1ccccc1. The Y is -2.73 log mol/L. (3) The drug is O=C([O-])CC(O)(CC(=O)[O-])C(=O)[O-].O=C([O-])CC(O)(CC(=O)[O-])C(=O)[O-].[Zn+2].[Zn+2].[Zn+2]. The Y is -2.25 log mol/L. (4) The drug is CC(=O)c1c(C)c([N+](=O)[O-])c(C(C)(C)C)c([N+](=O)[O-])c1C. The Y is -5.19 log mol/L. (5) The drug is CCCCCNCCOC(=O)c1ccc(N)cc1. The Y is -3.27 log mol/L. (6) The compound is CN(Cc1cnc2nc(N)nc(N)c2n1)c1ccc(C(=O)NC(CCC(=O)O)C(=O)O)cc1. The Y is -4.00 log mol/L. (7) The drug is CCNc1nc(Cl)nc(NCC(=O)OCC)n1. The Y is -2.94 log mol/L. (8) The Y is -1.75 log mol/L. The compound is CNc1nc(NC(C)C)nc(OC)n1. (9) The molecule is C[C@]12CC[C@H]3[C@@H](CCC4=CC(=O)CC[C@@]43C)[C@@H]1CC[C@@]21CCC(=O)O1. The Y is -4.23 log mol/L. (10) The molecule is C=C(C)C(=O)OCCCCCCCCCCCCCCCCCC. The Y is -8.53 log mol/L.